Dataset: Reaction yield outcomes from USPTO patents with 853,638 reactions. Task: Predict the reaction yield, written as a fraction of the theoretical maximum amount of product (1.0 means a 100% yield; for example, 0.34 means a 34% yield). (1) The reactants are [Br:1][C:2]1[CH:7]=[CH:6][C:5]([N+:8]([O-:10])=[O:9])=[CH:4][C:3]=1[O:11]C.C(Cl)Cl.B(Br)(Br)Br.OP([O-])(O)=O.[K+]. The catalyst is O. The product is [Br:1][C:2]1[CH:7]=[CH:6][C:5]([N+:8]([O-:10])=[O:9])=[CH:4][C:3]=1[OH:11]. The yield is 1.00. (2) The reactants are [CH:1]1([C:4]2[N:8]([CH2:9][C:10]3[C:15]([F:16])=[CH:14][C:13]([O:17][CH2:18][CH3:19])=[CH:12][C:11]=3[F:20])[N:7]=[C:6]([C:21]3[N:26]=[C:25]([NH2:27])[C:24]([NH2:28])=[C:23]([NH2:29])[N:22]=3)[C:5]=2[CH3:30])[CH2:3][CH2:2]1.C(N(CC)CC)C.[CH2:38]([S:40](Cl)(=[O:42])=[O:41])[CH3:39]. The catalyst is CN(C=O)C. The product is [NH2:29][C:23]1[C:24]([NH:28][S:40]([CH2:38][CH3:39])(=[O:42])=[O:41])=[C:25]([NH2:27])[N:26]=[C:21]([C:6]2[C:5]([CH3:30])=[C:4]([CH:1]3[CH2:3][CH2:2]3)[N:8]([CH2:9][C:10]3[C:15]([F:16])=[CH:14][C:13]([O:17][CH2:18][CH3:19])=[CH:12][C:11]=3[F:20])[N:7]=2)[N:22]=1. The yield is 0.460.